From a dataset of Full USPTO retrosynthesis dataset with 1.9M reactions from patents (1976-2016). Predict the reactants needed to synthesize the given product. Given the product [NH:1]([C:23]([O:22][C:19]([CH3:21])([CH3:20])[CH3:18])=[O:24])[C@@H:2]([C:12]([OH:14])=[O:13])[CH2:3][C:4]1[CH:5]=[CH:6][C:7]([C:10]#[N:11])=[CH:8][CH:9]=1, predict the reactants needed to synthesize it. The reactants are: [NH2:1][C@@H:2]([C:12]([OH:14])=[O:13])[CH2:3][C:4]1[CH:9]=[CH:8][C:7]([C:10]#[N:11])=[CH:6][CH:5]=1.O.[OH-].[Na+].[CH3:18][C:19]([O:22][C:23](O[C:23]([O:22][C:19]([CH3:21])([CH3:20])[CH3:18])=[O:24])=[O:24])([CH3:21])[CH3:20].